Dataset: Reaction yield outcomes from USPTO patents with 853,638 reactions. Task: Predict the reaction yield, written as a fraction of the theoretical maximum amount of product (1.0 means a 100% yield; for example, 0.34 means a 34% yield). (1) The reactants are [CH2:1]([C:5]1[N:6]=[C:7]([CH3:27])[NH:8][C:9](=[O:26])[C:10]=1[CH2:11][C:12]1[CH:17]=[CH:16][C:15]([C:18]2[C:19]([C:24]#[N:25])=[CH:20][CH:21]=[CH:22][CH:23]=2)=[CH:14][CH:13]=1)[CH2:2][CH2:3][CH3:4].N(C(N1CCCCC1)=O)=NC(N1CCCCC1)=O.C(P(CCCC)CCCC)CCC.[Cl:59][C:60]1[CH:61]=[CH:62][C:63]2[S:67][CH:66]=[C:65]([CH2:68]O)[C:64]=2[CH:70]=1. The catalyst is C(OCC)(=O)C.O1CCCC1. The product is [CH2:1]([C:5]1[N:6]=[C:7]([CH3:27])[N:8]([CH2:68][C:65]2[C:64]3[CH:70]=[C:60]([Cl:59])[CH:61]=[CH:62][C:63]=3[S:67][CH:66]=2)[C:9](=[O:26])[C:10]=1[CH2:11][C:12]1[CH:17]=[CH:16][C:15]([C:18]2[C:19]([C:24]#[N:25])=[CH:20][CH:21]=[CH:22][CH:23]=2)=[CH:14][CH:13]=1)[CH2:2][CH2:3][CH3:4]. The yield is 0.550. (2) The reactants are [CH3:1][O:2][C:3](=[O:16])[C:4]1[CH:12]=[C:11]([N+:13]([O-:15])=[O:14])[CH:10]=[C:6]([C:7]([O-])=[O:8])[CH:5]=1.O=S(Cl)Cl.[NH:21]1[CH:25]=[CH:24]N=N1.C([O-])([O-])=O.[K+].[K+]. The catalyst is C1(C)C=CC=CC=1.S1(CCCC1)(=O)=O.CN(C=O)C. The product is [CH3:1][O:2][C:3](=[O:16])[C:4]1[CH:5]=[C:6]([C:7]2[O:8][CH:24]=[CH:25][N:21]=2)[CH:10]=[C:11]([N+:13]([O-:15])=[O:14])[CH:12]=1. The yield is 0.120. (3) The catalyst is ClCCl.CN(C=O)C. The product is [CH3:1][C:2]1[CH:3]=[CH:4][C:5]([S:8]([NH:11][C:12](=[O:35])[O:13][CH2:14][CH2:15][C:16]2[CH:17]=[CH:18][C:19]([NH:22][C:23]3[CH:28]=[C:27]([Cl:29])[C:26]([C:30]([F:33])([F:31])[F:32])=[CH:25][C:24]=3[NH:34][C:43]([C:39]3[CH:40]=[C:41]([CH3:42])[N:37]([CH3:36])[N:38]=3)=[O:44])=[CH:20][CH:21]=2)(=[O:9])=[O:10])=[CH:6][CH:7]=1. The reactants are [CH3:1][C:2]1[CH:7]=[CH:6][C:5]([S:8]([NH:11][C:12](=[O:35])[O:13][CH2:14][CH2:15][C:16]2[CH:21]=[CH:20][C:19]([NH:22][C:23]3[CH:28]=[C:27]([Cl:29])[C:26]([C:30]([F:33])([F:32])[F:31])=[CH:25][C:24]=3[NH2:34])=[CH:18][CH:17]=2)(=[O:10])=[O:9])=[CH:4][CH:3]=1.[CH3:36][N:37]1[C:41]([CH3:42])=[CH:40][C:39]([C:43](O)=[O:44])=[N:38]1.C(N(CC)C(C)C)(C)C.C1C=CC2N(O)N=NC=2C=1.CN(C(ON1N=NC2C=CC=CC1=2)=[N+](C)C)C.F[P-](F)(F)(F)(F)F. The yield is 0.590. (4) The reactants are [Cl:1][C:2]1[CH:7]=[CH:6][C:5]([C@H:8]2[CH2:12][CH2:11][C@H:10]([C:13]3[CH:18]=[CH:17][C:16]([Cl:19])=[C:15]([N+:20]([O-:22])=[O:21])[CH:14]=3)[N:9]2[C:23]2[CH:28]=[CH:27][C:26](I)=[CH:25][CH:24]=2)=[CH:4][C:3]=1[N+:30]([O-:32])=[O:31].CC1(C)C(C)(C)OB([C:41]2[CH:42]=[CH:43][C:44]([N:47]3[CH2:52][CH2:51][O:50][CH2:49][CH2:48]3)=[N:45][CH:46]=2)O1.P([O-])([O-])([O-])=O.[K+].[K+].[K+].O. The catalyst is C1COCC1.C1C=CC(/C=C/C(/C=C/C2C=CC=CC=2)=O)=CC=1.C1C=CC(/C=C/C(/C=C/C2C=CC=CC=2)=O)=CC=1.C1C=CC(/C=C/C(/C=C/C2C=CC=CC=2)=O)=CC=1.[Pd].[Pd]. The product is [Cl:1][C:2]1[CH:7]=[CH:6][C:5]([C@H:8]2[CH2:12][CH2:11][C@H:10]([C:13]3[CH:18]=[CH:17][C:16]([Cl:19])=[C:15]([N+:20]([O-:22])=[O:21])[CH:14]=3)[N:9]2[C:23]2[CH:28]=[CH:27][C:26]([C:41]3[CH:42]=[CH:43][C:44]([N:47]4[CH2:48][CH2:49][O:50][CH2:51][CH2:52]4)=[N:45][CH:46]=3)=[CH:25][CH:24]=2)=[CH:4][C:3]=1[N+:30]([O-:32])=[O:31]. The yield is 0.510. (5) The reactants are CCN=C=NCCCN(C)C.Cl.ON1C2C=CC=CC=2N=N1.CN1CCOCC1.[C@@H:30]12[CH2:36][N:35]([C:37]3[S:38][C:39]([C:43]([O:45][CH2:46][CH3:47])=[O:44])=[C:40]([CH3:42])[N:41]=3)[C@@H:34]1[CH2:33][CH2:32][NH:31]2.[Cl:48][C:49]1[N:50]=[C:51]([C:56](O)=[O:57])[NH:52][C:53]=1[CH2:54][CH3:55]. The catalyst is CC(N(C)C)=O.ClCCl.C(OCC)(=O)C. The product is [Cl:48][C:49]1[N:50]=[C:51]([C:56]([N:31]2[CH2:32][CH2:33][C@@H:34]3[C@H:30]2[CH2:36][N:35]3[C:37]2[S:38][C:39]([C:43]([O:45][CH2:46][CH3:47])=[O:44])=[C:40]([CH3:42])[N:41]=2)=[O:57])[NH:52][C:53]=1[CH2:54][CH3:55]. The yield is 0.690.